This data is from Forward reaction prediction with 1.9M reactions from USPTO patents (1976-2016). The task is: Predict the product of the given reaction. (1) Given the reactants Br[C:2]1[CH:7]=[CH:6][C:5]([Br:8])=[CH:4][N:3]=1.[F:9][C:10]1[CH:15]=[CH:14][CH:13]=[CH:12][C:11]=1B(O)O, predict the reaction product. The product is: [Br:8][C:5]1[CH:6]=[CH:7][C:2]([C:11]2[CH:12]=[CH:13][CH:14]=[CH:15][C:10]=2[F:9])=[N:3][CH:4]=1. (2) Given the reactants [CH3:1][N:2]1[CH2:6][CH2:5][N:4]([CH3:7])[C:3]1(Cl)[Cl:8].[CH3:10][O:11][S:12]([O-:15])(=[O:14])=[O:13].[Na+], predict the reaction product. The product is: [CH3:10][O:11][S:12]([O-:15])(=[O:14])=[O:13].[CH3:1][NH+:2]1[CH2:6][CH2:5][N:4]([CH3:7])[CH:3]1[Cl:8]. (3) Given the reactants [C:1]([O:5][C:6]([N:8]1[CH2:13][CH2:12][C:11]([CH2:21][O:22][CH:23]([C:27]2[C:35]3[C:31](=[CH:32][N:33]([CH2:36][O:37][CH2:38][CH2:39][Si:40]([CH3:43])([CH3:42])[CH3:41])[N:34]=3)[CH:30]=[C:29]([Cl:44])[CH:28]=2)[C:24](O)=[O:25])([C:14]2[CH:19]=[CH:18][C:17]([F:20])=[CH:16][CH:15]=2)[CH2:10][CH2:9]1)=[O:7])([CH3:4])([CH3:3])[CH3:2].[CH3:45][NH:46][CH3:47].C1CN([P+](ON2N=NC3C=CC=CC2=3)(N2CCCC2)N2CCCC2)CC1.F[P-](F)(F)(F)(F)F, predict the reaction product. The product is: [Cl:44][C:29]1[CH:28]=[C:27]([CH:23]([O:22][CH2:21][C:11]2([C:14]3[CH:19]=[CH:18][C:17]([F:20])=[CH:16][CH:15]=3)[CH2:12][CH2:13][N:8]([C:6]([O:5][C:1]([CH3:4])([CH3:2])[CH3:3])=[O:7])[CH2:9][CH2:10]2)[C:24]([N:46]([CH3:47])[CH3:45])=[O:25])[C:35]2[C:31](=[CH:32][N:33]([CH2:36][O:37][CH2:38][CH2:39][Si:40]([CH3:43])([CH3:42])[CH3:41])[N:34]=2)[CH:30]=1.